The task is: Regression. Given a peptide amino acid sequence and an MHC pseudo amino acid sequence, predict their binding affinity value. This is MHC class I binding data.. This data is from Peptide-MHC class I binding affinity with 185,985 pairs from IEDB/IMGT. (1) The peptide sequence is YIPFAEDAL. The MHC is HLA-A11:01 with pseudo-sequence HLA-A11:01. The binding affinity (normalized) is 0.0821. (2) The peptide sequence is YTAVVPLVI. The MHC is HLA-B46:01 with pseudo-sequence HLA-B46:01. The binding affinity (normalized) is 0.509. (3) The peptide sequence is GRGPIRFVL. The MHC is HLA-B46:01 with pseudo-sequence HLA-B46:01. The binding affinity (normalized) is 0.0847. (4) The peptide sequence is REVFYFGKF. The MHC is HLA-A69:01 with pseudo-sequence HLA-A69:01. The binding affinity (normalized) is 0.0847. (5) The peptide sequence is NTPLHIVCSK. The MHC is HLA-A03:01 with pseudo-sequence HLA-A03:01. The binding affinity (normalized) is 0.679. (6) The MHC is HLA-A31:01 with pseudo-sequence HLA-A31:01. The binding affinity (normalized) is 0.311. The peptide sequence is SSIIRSLPK. (7) The peptide sequence is RRYTRRISL. The MHC is HLA-A02:06 with pseudo-sequence HLA-A02:06. The binding affinity (normalized) is 0.273. (8) The peptide sequence is MFINDVHAL. The MHC is HLA-B15:01 with pseudo-sequence HLA-B15:01. The binding affinity (normalized) is 0.418. (9) The peptide sequence is RARFIGGYIK. The MHC is HLA-A03:01 with pseudo-sequence HLA-A03:01. The binding affinity (normalized) is 0.404.